Dataset: NCI-60 drug combinations with 297,098 pairs across 59 cell lines. Task: Regression. Given two drug SMILES strings and cell line genomic features, predict the synergy score measuring deviation from expected non-interaction effect. Drug 1: C1CCC(C1)C(CC#N)N2C=C(C=N2)C3=C4C=CNC4=NC=N3. Drug 2: C1CN(P(=O)(OC1)NCCCl)CCCl. Cell line: TK-10. Synergy scores: CSS=4.75, Synergy_ZIP=-1.85, Synergy_Bliss=-1.15, Synergy_Loewe=-9.40, Synergy_HSA=-2.49.